From a dataset of Reaction yield outcomes from USPTO patents with 853,638 reactions. Predict the reaction yield, written as a fraction of the theoretical maximum amount of product (1.0 means a 100% yield; for example, 0.34 means a 34% yield). (1) The reactants are [C:1]([O:5][C:6]([NH:8][C@@H:9]([CH2:13][NH2:14])[C:10]([OH:12])=[O:11])=[O:7])([CH3:4])([CH3:3])[CH3:2].S(Cl)([C:18]1[CH:26]=[CH:25][C:21]([N+:22]([O-:24])=[O:23])=[CH:20][CH:19]=1)(=O)=O.[OH:28][S:29](O)(=O)=[O:30]. The catalyst is C1COCC1.[OH-].[Na+].O. The product is [C:1]([O:5][C:6]([NH:8][C@@H:9]([CH2:13][NH:14][S:29]([C:20]1[CH:19]=[CH:18][CH:26]=[CH:25][C:21]=1[N+:22]([O-:24])=[O:23])(=[O:30])=[O:28])[C:10]([OH:12])=[O:11])=[O:7])([CH3:4])([CH3:3])[CH3:2]. The yield is 0.700. (2) The reactants are [CH3:1][O:2][C:3]1[CH:4]=[C:5]([C:9](=[O:11])[CH3:10])[CH:6]=[CH:7][CH:8]=1.C(O)(=O)C.[Br:16]Br. No catalyst specified. The product is [Br:16][CH2:10][C:9]([C:5]1[CH:6]=[CH:7][CH:8]=[C:3]([O:2][CH3:1])[CH:4]=1)=[O:11]. The yield is 0.330.